Dataset: Experimentally validated miRNA-target interactions with 360,000+ pairs, plus equal number of negative samples. Task: Binary Classification. Given a miRNA mature sequence and a target amino acid sequence, predict their likelihood of interaction. (1) The miRNA is mmu-miR-376b-3p with sequence AUCAUAGAGGAACAUCCACUU. The protein sequence of the target gene is MSFPNSSPAANTFLVDSLISACRSDSFYSSSASMYMPPPSADMGTYGMQTCGLLPSLAKREVNHQNMGMNVHPYIPQVDSWTDPNRSCRIEQPVTQQVPTCSFTANIKEESNCCMYSDKRNKLISAEVPSYQRLVPESCPVENPEVPVPGYFRLSQTYATGKTQEYNNSPEGSSTVMLQLNPRGAAKPQLSAAQLQMEKKMNESASGQEPTKVSQVESPEAKGGLPEDRSCLAEVSVSSPEVQEKESKEEIKSDTPTSNWLTAKSGRKKRCPYTKHQTLELEKEFLFNMYLTRERRLEIS.... Result: 1 (interaction). (2) The miRNA is mmu-miR-467f with sequence AUAUACACACACACACCUACA. Result: 0 (no interaction). The protein sequence of the target gene is MKGSNRNKDHSTEGEGDGKRPKRKCLQWHPLLAKKLLDFSEEEEEDEEEEDIDKVQLLEADGLEQDVAETEDDESPEQRARRPMNAFLLFCKRHRSLVRQEHPRLDNRGATKILADWWAVLDPKEKQKYTDMAKEYKDAFMKANPGYRWCPTTNKPVKSPTPTVNPRKKLWAFPPDSSRDLPTPKKAKTEVPQLNFGMADPTQMGGLSMLLLAGEHALGTPEASSGTCRPDISESPELRQKSPLFQFAEISSRTSHPDAPSKQCQASALFQFAEISSSTSQLGGTEPVKRCGNSALFQLA....